This data is from CYP2C19 inhibition data for predicting drug metabolism from PubChem BioAssay. The task is: Regression/Classification. Given a drug SMILES string, predict its absorption, distribution, metabolism, or excretion properties. Task type varies by dataset: regression for continuous measurements (e.g., permeability, clearance, half-life) or binary classification for categorical outcomes (e.g., BBB penetration, CYP inhibition). Dataset: cyp2c19_veith. The drug is COc1ccc(O[C@H]2C=C[C@@H](c3ccccc3)O[C@H]2COC(=O)CC/C(C)=N\O[C@@H](C)c2cc(-c3c(C)cc(C)cc3C)no2)cc1. The result is 1 (inhibitor).